Dataset: Forward reaction prediction with 1.9M reactions from USPTO patents (1976-2016). Task: Predict the product of the given reaction. (1) The product is: [OH:39][CH:38]1[CH2:32][CH2:33][N:27]([CH2:26][C:25]([NH:24][C:4]2[CH:5]=[C:6]([NH:9][C:10]([C:12]3[CH:13]=[CH:14][C:15]([C:18]4[CH:23]=[CH:22][CH:21]=[CH:20][CH:19]=4)=[CH:16][CH:17]=3)=[O:11])[CH:7]=[CH:8][C:3]=2[O:2][CH3:1])=[O:35])[CH2:28][CH2:37]1. Given the reactants [CH3:1][O:2][C:3]1[CH:8]=[CH:7][C:6]([NH:9][C:10]([C:12]2[CH:17]=[CH:16][C:15]([C:18]3[CH:23]=[CH:22][CH:21]=[CH:20][CH:19]=3)=[CH:14][CH:13]=2)=[O:11])=[CH:5][C:4]=1[NH:24][C:25](=[O:35])[CH2:26][N:27]1[CH2:33][CH:32]2OC(CC2)[CH2:28]1.Cl[CH2:37][C:38](NC1C=C(NC(C2C=CC(C3C=CC=CC=3)=CC=2)=O)C=CC=1OC)=[O:39].N1CCC(O)CC1.C(N(CC)CC)C, predict the reaction product. (2) Given the reactants [Cl:1][C:2]1[CH:10]=[CH:9][C:5]([C:6](Cl)=[O:7])=[CH:4][N:3]=1.[N+:11]([C:14]1[CH:20]=[C:19]([O:21][C:22]([F:25])([F:24])[F:23])[CH:18]=[CH:17][C:15]=1[NH2:16])([O-:13])=[O:12], predict the reaction product. The product is: [Cl:1][C:2]1[N:3]=[CH:4][C:5]([C:6]([NH:16][C:15]2[CH:17]=[CH:18][C:19]([O:21][C:22]([F:25])([F:24])[F:23])=[CH:20][C:14]=2[N+:11]([O-:13])=[O:12])=[O:7])=[CH:9][CH:10]=1. (3) The product is: [S:19]1[C:27]2[CH2:26][CH2:25][N:24]([CH2:2][CH2:3][CH2:4][CH2:5][C:6]3([CH2:17][CH3:18])[C:14]4[C:9](=[CH:10][CH:11]=[C:12]([CH3:15])[CH:13]=4)[NH:8][C:7]3=[O:16])[CH2:23][C:22]=2[CH:21]=[CH:20]1. Given the reactants Cl[CH2:2][CH2:3][CH2:4][CH2:5][C:6]1([CH2:17][CH3:18])[C:14]2[C:9](=[CH:10][CH:11]=[C:12]([CH3:15])[CH:13]=2)[NH:8][C:7]1=[O:16].[S:19]1[C:27]2[CH2:26][CH2:25][NH:24][CH2:23][C:22]=2[CH:21]=[CH:20]1, predict the reaction product. (4) Given the reactants C(OC(=O)[NH:7][CH2:8][C@H:9]1[CH2:14][CH2:13][C@H:12]([C:15]#[N:16])[CH2:11][CH2:10]1)(C)(C)C.FC(F)(F)C(O)=O, predict the reaction product. The product is: [NH2:16][CH2:15][C@H:12]1[CH2:13][CH2:14][C@H:9]([C:8]#[N:7])[CH2:10][CH2:11]1. (5) The product is: [CH3:1][O:2][C:3]([C:4]1[N:19]=[C:16]([CH3:17])[S:18][C:5]=1[C:6]1[CH:11]=[CH:10][C:9]([Cl:12])=[CH:8][CH:7]=1)=[O:15]. Given the reactants [CH3:1][O:2][C:3](=[O:15])[C:4](=O)[CH:5](Cl)[C:6]1[CH:11]=[CH:10][C:9]([Cl:12])=[CH:8][CH:7]=1.[C:16]([NH2:19])(=[S:18])[CH3:17], predict the reaction product. (6) Given the reactants [Si:1]([O:18][C:19]1[CH:20]=[C:21]([C:25]([C:27]2[C:35]3[C:30](=[CH:31][CH:32]=[CH:33][CH:34]=3)[NH:29][N:28]=2)=[O:26])[CH:22]=[CH:23][CH:24]=1)([C:14]([CH3:17])([CH3:16])[CH3:15])([C:8]1[CH:13]=[CH:12][CH:11]=[CH:10][CH:9]=1)[C:2]1[CH:7]=[CH:6][CH:5]=[CH:4][CH:3]=1.N1C=CC=CC=1.[CH3:42][O:43][C:44]1[CH:45]=[C:46](B(O)O)[CH:47]=[CH:48][CH:49]=1, predict the reaction product. The product is: [Si:1]([O:18][C:19]1[CH:20]=[C:21]([C:25]([C:27]2[N:28]([C:48]3[CH:47]=[CH:46][CH:45]=[C:44]([O:43][CH3:42])[CH:49]=3)[N:29]=[C:30]3[C:35]=2[CH:34]=[CH:33][CH:32]=[CH:31]3)=[O:26])[CH:22]=[CH:23][CH:24]=1)([C:14]([CH3:16])([CH3:17])[CH3:15])([C:8]1[CH:13]=[CH:12][CH:11]=[CH:10][CH:9]=1)[C:2]1[CH:7]=[CH:6][CH:5]=[CH:4][CH:3]=1. (7) Given the reactants [C:1]([O:5][C:6](=[O:23])[C@@H:7]([N:9]=[C:10]([C:17]1[CH:22]=[CH:21][CH:20]=[CH:19][CH:18]=1)[C:11]1[CH:16]=[CH:15][CH:14]=[CH:13][CH:12]=1)[CH3:8])([CH3:4])([CH3:3])[CH3:2].C[Si]([N-][Si](C)(C)C)(C)C.[Na+].[C:34]([O:38][C:39](=[O:48])[NH:40][C@H:41]1[CH2:45][CH2:44][C@H:43]([CH2:46]I)[CH2:42]1)([CH3:37])([CH3:36])[CH3:35], predict the reaction product. The product is: [C:1]([O:5][C:6](=[O:23])[C:7]([N:9]=[C:10]([C:11]1[CH:12]=[CH:13][CH:14]=[CH:15][CH:16]=1)[C:17]1[CH:18]=[CH:19][CH:20]=[CH:21][CH:22]=1)([CH3:8])[CH2:46][C@@H:43]1[CH2:44][CH2:45][C@@H:41]([NH:40][C:39]([O:38][C:34]([CH3:37])([CH3:36])[CH3:35])=[O:48])[CH2:42]1)([CH3:2])([CH3:3])[CH3:4].